Dataset: Catalyst prediction with 721,799 reactions and 888 catalyst types from USPTO. Task: Predict which catalyst facilitates the given reaction. (1) Reactant: C1C(=O)N([Br:8])C(=O)C1.C1(P(C2C=CC=CC=2)C2C=CC=CC=2)C=CC=CC=1.[Cl:28][C:29]1[CH:30]=[C:31]([C:35]2[O:39][N:38]=[C:37]([CH:40](O)[CH3:41])[N:36]=2)[CH:32]=[CH:33][CH:34]=1. Product: [Br:8][CH:40]([C:37]1[N:36]=[C:35]([C:31]2[CH:32]=[CH:33][CH:34]=[C:29]([Cl:28])[CH:30]=2)[O:39][N:38]=1)[CH3:41]. The catalyst class is: 1. (2) Reactant: [CH3:1][O:2][C:3]1[CH:21]=[C:20]([O:22][CH3:23])[CH:19]=[CH:18][C:4]=1[CH2:5][NH:6][CH2:7][C:8]1[CH:13]=[CH:12][C:11]([O:14][CH3:15])=[CH:10][C:9]=1[O:16][CH3:17].C(O[C:27](=[NH:34])[CH2:28][C:29]([O:31][CH2:32][CH3:33])=[O:30])C.C(O)(=O)C. Product: [NH2:34]/[C:27](/[N:6]([CH2:7][C:8]1[CH:13]=[CH:12][C:11]([O:14][CH3:15])=[CH:10][C:9]=1[O:16][CH3:17])[CH2:5][C:4]1[CH:18]=[CH:19][C:20]([O:22][CH3:23])=[CH:21][C:3]=1[O:2][CH3:1])=[CH:28]\[C:29]([O:31][CH2:32][CH3:33])=[O:30]. The catalyst class is: 8. (3) Reactant: [Br:1][C:2]1[CH:7]=[CH:6][C:5]([C:8](=[O:10])[CH3:9])=[CH:4][CH:3]=1.[CH3:11][C:12](C)([O-:14])C.[K+].C(OCC)(=O)C. Product: [Br:1][C:2]1[CH:7]=[CH:6][C:5]([C:8](=[O:10])[CH2:9][C:12](=[O:14])[CH3:11])=[CH:4][CH:3]=1. The catalyst class is: 1. (4) Reactant: [CH3:1][C:2]1[C:7]([N+:8]([O-:10])=[O:9])=[CH:6][N:5]=[C:4]([O:11][C:12]2[CH:17]=[CH:16][CH:15]=[CH:14][CH:13]=2)[CH:3]=1.CO[CH:20](OC)[N:21]([CH3:23])[CH3:22]. Product: [CH3:20][N:21]([CH3:23])[CH:22]=[CH:1][C:2]1[C:7]([N+:8]([O-:10])=[O:9])=[CH:6][N:5]=[C:4]([O:11][C:12]2[CH:13]=[CH:14][CH:15]=[CH:16][CH:17]=2)[CH:3]=1. The catalyst class is: 3. (5) Reactant: [CH3:1][N:2]1[C:6]2[CH:7]=[CH:8][C:9]([N:11]3[CH2:15][C@H:14]([C:16]([O:18]CCCC)=O)[O:13][C:12]3=[O:23])=[CH:10][C:5]=2[S:4][C:3]1=[O:24].Cl.[F:26][CH2:27][CH2:28][NH2:29]. Product: [F:26][CH2:27][CH2:28][NH:29][C:16]([C@@H:14]1[O:13][C:12](=[O:23])[N:11]([C:9]2[CH:8]=[CH:7][C:6]3[N:2]([CH3:1])[C:3](=[O:24])[S:4][C:5]=3[CH:10]=2)[CH2:15]1)=[O:18]. The catalyst class is: 298. (6) Reactant: N1C=CN=C2NC=CC=12.C[Sn](C)(C)[Sn](C)(C)C.[Sn].[CH3:19][Si:20]([CH3:39])([CH3:38])[CH2:21][CH2:22][O:23][CH2:24][N:25]1[C:29]2=[N:30][CH:31]=[C:32]([Sn](C)(C)C)[N:33]=[C:28]2[CH:27]=[CH:26]1.Br[C:41]1[C:42]([NH:49][C@H:50]2[CH2:55][CH2:54][CH2:53][N:52]([S:56]([CH3:59])(=[O:58])=[O:57])[CH2:51]2)=[N:43][C:44]([S:47][CH3:48])=[N:45][CH:46]=1. Product: [CH3:59][S:56]([N:52]1[CH2:53][CH2:54][CH2:55][C@H:50]([NH:49][C:42]2[C:41]([C:32]3[N:33]=[C:28]4[CH:27]=[CH:26][N:25]([CH2:24][O:23][CH2:22][CH2:21][Si:20]([CH3:39])([CH3:38])[CH3:19])[C:29]4=[N:30][CH:31]=3)=[CH:46][N:45]=[C:44]([S:47][CH3:48])[N:43]=2)[CH2:51]1)(=[O:58])=[O:57]. The catalyst class is: 11.